Regression. Given a peptide amino acid sequence and an MHC pseudo amino acid sequence, predict their binding affinity value. This is MHC class I binding data. From a dataset of Peptide-MHC class I binding affinity with 185,985 pairs from IEDB/IMGT. (1) The peptide sequence is GLIVLPFYK. The MHC is HLA-A02:01 with pseudo-sequence HLA-A02:01. The binding affinity (normalized) is 0.0847. (2) The peptide sequence is PAMSTYSDI. The MHC is HLA-A68:02 with pseudo-sequence HLA-A68:02. The binding affinity (normalized) is 0. (3) The peptide sequence is NLEKQIATL. The MHC is HLA-A02:01 with pseudo-sequence HLA-A02:01. The binding affinity (normalized) is 0.339. (4) The peptide sequence is YRHKVVKVM. The MHC is HLA-C12:03 with pseudo-sequence HLA-C12:03. The binding affinity (normalized) is 0.308. (5) The peptide sequence is FTEGKINPLL. The MHC is HLA-A02:01 with pseudo-sequence HLA-A02:01. The binding affinity (normalized) is 0.530. (6) The peptide sequence is KNYPASLHK. The MHC is HLA-A01:01 with pseudo-sequence HLA-A01:01. The binding affinity (normalized) is 0.0847.